From a dataset of Aqueous solubility values for 9,982 compounds from the AqSolDB database. Regression/Classification. Given a drug SMILES string, predict its absorption, distribution, metabolism, or excretion properties. Task type varies by dataset: regression for continuous measurements (e.g., permeability, clearance, half-life) or binary classification for categorical outcomes (e.g., BBB penetration, CYP inhibition). For this dataset (solubility_aqsoldb), we predict Y. The drug is CC(=O)Oc1ccccc1/C=C/C(=O)O. The Y is -3.16 log mol/L.